This data is from NCI-60 drug combinations with 297,098 pairs across 59 cell lines. The task is: Regression. Given two drug SMILES strings and cell line genomic features, predict the synergy score measuring deviation from expected non-interaction effect. (1) Drug 1: C1CCN(CC1)CCOC2=CC=C(C=C2)C(=O)C3=C(SC4=C3C=CC(=C4)O)C5=CC=C(C=C5)O. Drug 2: CN(C)C1=NC(=NC(=N1)N(C)C)N(C)C. Cell line: U251. Synergy scores: CSS=3.66, Synergy_ZIP=-1.91, Synergy_Bliss=-0.118, Synergy_Loewe=-4.44, Synergy_HSA=0.916. (2) Drug 1: CC1=CC2C(CCC3(C2CCC3(C(=O)C)OC(=O)C)C)C4(C1=CC(=O)CC4)C. Drug 2: CCCCCOC(=O)NC1=NC(=O)N(C=C1F)C2C(C(C(O2)C)O)O. Cell line: U251. Synergy scores: CSS=0.487, Synergy_ZIP=-1.44, Synergy_Bliss=-4.20, Synergy_Loewe=-2.39, Synergy_HSA=-3.28. (3) Drug 1: C1CN1P(=S)(N2CC2)N3CC3. Drug 2: C1C(C(OC1N2C=NC3=C2NC=NCC3O)CO)O. Cell line: PC-3. Synergy scores: CSS=15.6, Synergy_ZIP=-5.15, Synergy_Bliss=-1.21, Synergy_Loewe=-1.14, Synergy_HSA=-0.397. (4) Drug 1: CN(C)N=NC1=C(NC=N1)C(=O)N. Drug 2: C1C(C(OC1N2C=NC3=C(N=C(N=C32)Cl)N)CO)O. Cell line: HL-60(TB). Synergy scores: CSS=59.9, Synergy_ZIP=-0.413, Synergy_Bliss=-2.63, Synergy_Loewe=-24.2, Synergy_HSA=-2.24. (5) Drug 1: C1C(C(OC1N2C=C(C(=O)NC2=O)F)CO)O. Drug 2: C1=NC2=C(N=C(N=C2N1C3C(C(C(O3)CO)O)O)F)N. Cell line: MOLT-4. Synergy scores: CSS=83.8, Synergy_ZIP=1.74, Synergy_Bliss=2.37, Synergy_Loewe=1.91, Synergy_HSA=4.07.